This data is from Catalyst prediction with 721,799 reactions and 888 catalyst types from USPTO. The task is: Predict which catalyst facilitates the given reaction. (1) Reactant: [NH2:1][C:2]1[CH:7]=[CH:6][C:5]([N:8]2[CH2:13][CH2:12]N(C(=O)C)[CH2:10][CH2:9]2)=[CH:4][CH:3]=1.[CH3:17][C:18](C)([O-:20])[CH3:19].[Na+].Cl[C:24]1[N:25]=[CH:26][C:27]2[CH:32]=[CH:31][N:30]([CH:33]([CH2:36][CH3:37])[CH2:34][CH3:35])[C:28]=2[N:29]=1.C1C=CC(P(C2C(C3C(P(C4C=CC=CC=4)C4C=CC=CC=4)=CC=C4C=3C=CC=C4)=C3C(C=CC=C3)=CC=2)C2C=CC=CC=2)=CC=1. Product: [CH2:34]([CH:33]([N:30]1[C:28]2[N:29]=[C:24]([NH:1][C:2]3[CH:3]=[CH:4][C:5]([N:8]4[CH2:9][CH2:10][CH:17]([C:18](=[O:20])[CH3:19])[CH2:12][CH2:13]4)=[CH:6][CH:7]=3)[N:25]=[CH:26][C:27]=2[CH:32]=[CH:31]1)[CH2:36][CH3:37])[CH3:35]. The catalyst class is: 62. (2) Reactant: [NH2:1][C:2]1[CH:3]=[CH:4][C:5]([F:33])=[C:6]([CH:32]=1)[C:7]([C:9]1[CH:18]=[C:17]2[C:12]([N:13]=[CH:14][C:15]([N:19]3[CH2:24][CH2:23][N:22]([C:25]([O:27][C:28]([CH3:31])([CH3:30])[CH3:29])=[O:26])[CH2:21][CH2:20]3)=[N:16]2)=[CH:11][CH:10]=1)=[O:8].[N:34]([C:37]1[CH:42]=[CH:41][CH:40]=[C:39]([C:43]([F:46])([F:45])[F:44])[CH:38]=1)=[C:35]=[O:36]. Product: [F:33][C:5]1[CH:4]=[CH:3][C:2]([NH:1][C:35]([NH:34][C:37]2[CH:42]=[CH:41][CH:40]=[C:39]([C:43]([F:44])([F:45])[F:46])[CH:38]=2)=[O:36])=[CH:32][C:6]=1[C:7]([C:9]1[CH:18]=[C:17]2[C:12]([N:13]=[CH:14][C:15]([N:19]3[CH2:20][CH2:21][N:22]([C:25]([O:27][C:28]([CH3:29])([CH3:30])[CH3:31])=[O:26])[CH2:23][CH2:24]3)=[N:16]2)=[CH:11][CH:10]=1)=[O:8]. The catalyst class is: 2. (3) Reactant: [Cl:1][C:2]1[C:3]([O:12][C:13]2[CH:18]=[C:17]([O:19][CH:20]([CH3:22])[CH3:21])[CH:16]=[CH:15][C:14]=2[CH2:23][CH2:24][C:25]([OH:27])=O)=[N:4][CH:5]=[C:6]([C:8]([F:11])([F:10])[F:9])[CH:7]=1.[CH2:28]([S:33]([NH2:36])(=[O:35])=[O:34])[CH2:29][CH2:30][CH2:31][CH3:32].N12CCCN=C1CCCCC2. Product: [Cl:1][C:2]1[C:3]([O:12][C:13]2[CH:18]=[C:17]([O:19][CH:20]([CH3:21])[CH3:22])[CH:16]=[CH:15][C:14]=2[CH2:23][CH2:24][C:25]([NH:36][S:33]([CH2:28][CH2:29][CH2:30][CH2:31][CH3:32])(=[O:35])=[O:34])=[O:27])=[N:4][CH:5]=[C:6]([C:8]([F:9])([F:11])[F:10])[CH:7]=1. The catalyst class is: 7. (4) Reactant: [NH:1]1[CH:5]([C:6]([OH:8])=[O:7])[CH2:4][CH:3]=[N:2]1.CCN(C(C)C)C(C)C.[CH:18]1([CH2:23][C@@H:24]([C:33](F)=[O:34])[CH2:25][C:26]([O:28][C:29]([CH3:32])([CH3:31])[CH3:30])=[O:27])[CH2:22][CH2:21][CH2:20][CH2:19]1.C(O)(=O)C.[Cl-].[NH4+]. Product: [CH:18]1([CH2:23][C@H:24]([CH2:25][C:26]([O:28][C:29]([CH3:32])([CH3:31])[CH3:30])=[O:27])[C:33]([N:1]2[CH:5]([C:6]([OH:8])=[O:7])[CH2:4][CH:3]=[N:2]2)=[O:34])[CH2:19][CH2:20][CH2:21][CH2:22]1. The catalyst class is: 4. (5) Reactant: [F:1][C:2]1[CH:10]=[C:9]([F:11])[CH:8]=[C:7]2[C:3]=1[CH:4]=[N:5][N:6]2[CH3:12].[Li+].CC([N-]C(C)C)C.CN([CH:29]=[O:30])C1C=CC=CC=1. Product: [F:1][C:2]1[C:10]([CH:29]=[O:30])=[C:9]([F:11])[CH:8]=[C:7]2[C:3]=1[CH:4]=[N:5][N:6]2[CH3:12]. The catalyst class is: 1.